This data is from Forward reaction prediction with 1.9M reactions from USPTO patents (1976-2016). The task is: Predict the product of the given reaction. The product is: [CH:1]1([C:7]2[N:12]([C:13]3[CH:18]=[CH:17][CH:16]=[C:15]([F:19])[C:14]=3[F:20])[C:11](=[O:21])[C:10]([C:35]([NH:36][CH2:51][C:52]([OH:54])=[O:53])=[O:62])=[C:9]([OH:22])[N:8]=2)[CH2:2][CH2:3][CH2:4][CH2:5][CH2:6]1. Given the reactants [CH:1]1([C:7]2[N:12]([C:13]3[CH:18]=[CH:17][CH:16]=[C:15]([F:19])[C:14]=3[F:20])[C:11](=[O:21])[CH:10]=[C:9]([OH:22])[N:8]=2)[CH2:6][CH2:5][CH2:4][CH2:3][CH2:2]1.[Cl-].C[Al+]C.CCCCCC.FC1C(F)=CC=C[C:35]=1[NH2:36].C1(C#N)CCCCC1.C(OCC)(=O)[CH2:51][C:52]([O:54]CC)=[O:53].C[O-:62].[Na+], predict the reaction product.